Task: Predict the reaction yield, written as a fraction of the theoretical maximum amount of product (1.0 means a 100% yield; for example, 0.34 means a 34% yield).. Dataset: Reaction yield outcomes from USPTO patents with 853,638 reactions (1) The reactants are [NH2:1][C:2]1[CH:7]=[CH:6][C:5]([C:8]2[N:13]=[C:12]([NH:14][C@H:15]([C:17]3[CH:22]=[CH:21][CH:20]=[CH:19][CH:18]=3)[CH3:16])[CH:11]=[N:10][CH:9]=2)=[CH:4][CH:3]=1.C(N(CC)CC)C.[CH3:30][S:31](Cl)(=[O:33])=[O:32].O. The catalyst is C1COCC1. The product is [C:17]1([C@@H:15]([NH:14][C:12]2[N:13]=[C:8]([C:5]3[CH:4]=[CH:3][C:2]([NH:1][S:31]([CH3:30])(=[O:33])=[O:32])=[CH:7][CH:6]=3)[CH:9]=[N:10][CH:11]=2)[CH3:16])[CH:18]=[CH:19][CH:20]=[CH:21][CH:22]=1. The yield is 0.730. (2) The reactants are C[O:2][C:3]1[CH:8]=[CH:7][C:6]([O:9][C:10]2[CH:15]=[CH:14][C:13]([CH3:16])=[CH:12][CH:11]=2)=[CH:5][CH:4]=1.B(Br)(Br)Br. The catalyst is ClCCl. The product is [C:13]1([CH3:16])[CH:12]=[CH:11][C:10]([O:9][C:6]2[CH:7]=[CH:8][C:3]([OH:2])=[CH:4][CH:5]=2)=[CH:15][CH:14]=1. The yield is 0.830. (3) The reactants are C(O)(=O)C(O)=O.[F:7][C:8]([F:22])([F:21])[C:9]1[CH:14]=[CH:13][C:12]([CH:15]2[O:20][CH2:19][CH2:18][NH:17][CH2:16]2)=[CH:11][CH:10]=1.Br[C:24]1[C:25]([C:32]2[CH:40]=[CH:39][C:35]([N:36]([CH3:38])[CH3:37])=[CH:34][CH:33]=2)=[N:26][C:27]([O:30][CH3:31])=[CH:28][CH:29]=1.CC1(C)C2C(=C(P(C3C=CC=CC=3)C3C=CC=CC=3)C=CC=2)OC2C(P(C3C=CC=CC=3)C3C=CC=CC=3)=CC=CC1=2.CC(C)([O-])C.[Na+]. The catalyst is C1C=CC(/C=C/C(/C=C/C2C=CC=CC=2)=O)=CC=1.C1C=CC(/C=C/C(/C=C/C2C=CC=CC=2)=O)=CC=1.C1C=CC(/C=C/C(/C=C/C2C=CC=CC=2)=O)=CC=1.[Pd].[Pd].C1(C)C=CC=CC=1. The product is [CH3:31][O:30][C:27]1[N:26]=[C:25]([C:32]2[CH:40]=[CH:39][C:35]([N:36]([CH3:37])[CH3:38])=[CH:34][CH:33]=2)[C:24]([N:17]2[CH2:18][CH2:19][O:20][CH:15]([C:12]3[CH:11]=[CH:10][C:9]([C:8]([F:7])([F:21])[F:22])=[CH:14][CH:13]=3)[CH2:16]2)=[CH:29][CH:28]=1. The yield is 0.190. (4) The reactants are [OH:1][CH:2]1[CH2:5][N:4]([C:6]([O:8][C:9]([CH3:12])([CH3:11])[CH3:10])=[O:7])[CH2:3]1.C1(=O)O[CH2:16][CH2:15][O:14]1. The catalyst is [Br-].C([N+](CCCC)(CCCC)CCCC)CCC. The product is [OH:14][CH2:15][CH2:16][O:1][CH:2]1[CH2:3][N:4]([C:6]([O:8][C:9]([CH3:12])([CH3:11])[CH3:10])=[O:7])[CH2:5]1. The yield is 0.390. (5) The reactants are [Cl-].O[NH3+:3].[C:4](=[O:7])([O-])[OH:5].[Na+].CS(C)=O.[CH2:13]([C:17]1[N:18]=[C:19]([CH2:45][CH3:46])[N:20]([C:39]2[CH:44]=[CH:43][CH:42]=[CH:41][CH:40]=2)[C:21](=[O:38])[C:22]=1[CH2:23][C:24]1[CH:29]=[CH:28][C:27]([C:30]2[C:31]([C:36]#[N:37])=[CH:32][CH:33]=[CH:34][CH:35]=2)=[CH:26][CH:25]=1)[CH2:14][CH2:15][CH3:16]. The catalyst is C(OCC)(=O)C. The product is [CH2:13]([C:17]1[N:18]=[C:19]([CH2:45][CH3:46])[N:20]([C:39]2[CH:44]=[CH:43][CH:42]=[CH:41][CH:40]=2)[C:21](=[O:38])[C:22]=1[CH2:23][C:24]1[CH:29]=[CH:28][C:27]([C:30]2[CH:35]=[CH:34][CH:33]=[CH:32][C:31]=2[C:36]2[NH:3][C:4](=[O:7])[O:5][N:37]=2)=[CH:26][CH:25]=1)[CH2:14][CH2:15][CH3:16]. The yield is 0.600.